From a dataset of Full USPTO retrosynthesis dataset with 1.9M reactions from patents (1976-2016). Predict the reactants needed to synthesize the given product. The reactants are: [OH-].[Na+].CO.[C:5]([NH:13][C:14]1[CH:23]=[C:22]([C:24]#[C:25][C:26]2[CH:31]=[CH:30][CH:29]=[CH:28][CH:27]=2)[CH:21]=[CH:20][C:15]=1[C:16]([O:18]C)=[O:17])(=[O:12])[C:6]1[CH:11]=[CH:10][CH:9]=[CH:8][CH:7]=1. Given the product [C:5]([NH:13][C:14]1[CH:23]=[C:22]([C:24]#[C:25][C:26]2[CH:31]=[CH:30][CH:29]=[CH:28][CH:27]=2)[CH:21]=[CH:20][C:15]=1[C:16]([OH:18])=[O:17])(=[O:12])[C:6]1[CH:7]=[CH:8][CH:9]=[CH:10][CH:11]=1, predict the reactants needed to synthesize it.